From a dataset of Reaction yield outcomes from USPTO patents with 853,638 reactions. Predict the reaction yield, written as a fraction of the theoretical maximum amount of product (1.0 means a 100% yield; for example, 0.34 means a 34% yield). (1) The reactants are [OH:1][C:2]1[CH:11]=[C:10]2[C:5]([CH:6]([CH2:12][C:13]([O:15][CH3:16])=[O:14])[CH2:7][O:8][CH2:9]2)=[CH:4][CH:3]=1.[F:17][C:18]([F:34])([F:33])[C:19]1[CH:24]=[CH:23][C:22]([C:25]2[CH:26]=[C:27]([CH:30]=[CH:31][CH:32]=2)[CH2:28]Br)=[CH:21][CH:20]=1.C([O-])([O-])=O.[K+].[K+]. The catalyst is CN(C=O)C.CCOC(C)=O. The product is [F:17][C:18]([F:33])([F:34])[C:19]1[CH:24]=[CH:23][C:22]([C:25]2[CH:26]=[C:27]([CH:30]=[CH:31][CH:32]=2)[CH2:28][O:1][C:2]2[CH:11]=[C:10]3[C:5]([CH:6]([CH2:12][C:13]([O:15][CH3:16])=[O:14])[CH2:7][O:8][CH2:9]3)=[CH:4][CH:3]=2)=[CH:21][CH:20]=1. The yield is 0.330. (2) The reactants are [CH2:1]([S:3]([N:6]1[CH2:11][CH2:10][CH:9]([C:12]2[C:20]3[C:15](=[C:16]([C:28]([NH2:30])=[O:29])[CH:17]=[C:18]([C:21]4[CH:25]=[C:24]([CH:26]=O)[S:23][CH:22]=4)[CH:19]=3)[NH:14][CH:13]=2)[CH2:8][CH2:7]1)(=[O:5])=[O:4])[CH3:2].[F:31][C:32]([F:39])([F:38])[C@@H:33]1[CH2:37][CH2:36][CH2:35][NH:34]1.[BH4-].[Na+].[CH3:42][OH:43]. The catalyst is C(Cl)Cl.C(O)(=O)C. The product is [F:31][C:32]([F:39])([F:38])[C:42]([OH:4])=[O:43].[CH2:1]([S:3]([N:6]1[CH2:11][CH2:10][CH:9]([C:12]2[C:20]3[C:15](=[C:16]([C:28]([NH2:30])=[O:29])[CH:17]=[C:18]([C:21]4[CH:25]=[C:24]([CH2:26][N:34]5[CH2:35][CH2:36][CH2:37][C@H:33]5[C:32]([F:39])([F:38])[F:31])[S:23][CH:22]=4)[CH:19]=3)[NH:14][CH:13]=2)[CH2:8][CH2:7]1)(=[O:4])=[O:5])[CH3:2]. The yield is 0.0800. (3) The reactants are O[CH:2]1[O:6][C@H:5]([C:7]2[CH:12]=[CH:11][C:10]([NH:13][S:14]([CH3:17])(=[O:16])=[O:15])=[CH:9][CH:8]=2)[CH2:4][CH2:3]1.[CH2:18]([NH:20][CH2:21][CH2:22][CH2:23][CH2:24][CH2:25][C:26]([CH3:29])([F:28])[CH3:27])[CH3:19].C(O[BH-](OC(=O)C)OC(=O)C)(=O)C.[Na+]. The catalyst is CCOC(C)=O. The product is [CH2:18]([N:20]([CH2:21][CH2:22][CH2:23][CH2:24][CH2:25][C:26]([F:28])([CH3:29])[CH3:27])[CH2:2][CH2:3][CH2:4][C@@H:5]([C:7]1[CH:12]=[CH:11][C:10]([NH:13][S:14]([CH3:17])(=[O:16])=[O:15])=[CH:9][CH:8]=1)[OH:6])[CH3:19]. The yield is 0.920. (4) The product is [C:19]([C:23]1[CH:28]=[CH:27][C:26]([C:29]([NH:34][C:33]2[CH:35]=[CH:36][N:37]=[CH:38][C:32]=2[C:31]([NH:1][C:2]2[CH:7]=[CH:6][C:5]([Cl:8])=[CH:4][N:3]=2)=[O:39])=[O:30])=[C:25]([O:40][CH:41]2[CH2:42][CH2:43][N:44]([C:47]([O:49][C:50]([CH3:53])([CH3:52])[CH3:51])=[O:48])[CH2:45][CH2:46]2)[CH:24]=1)([CH3:22])([CH3:20])[CH3:21]. The yield is 0.700. The reactants are [NH2:1][C:2]1[CH:7]=[CH:6][C:5]([Cl:8])=[CH:4][N:3]=1.C([Mg]Cl)C=C.C(OCC)C.[C:19]([C:23]1[CH:28]=[CH:27][C:26]([C:29]2[O:30][C:31](=[O:39])[C:32]3[CH:38]=[N:37][CH:36]=[CH:35][C:33]=3[N:34]=2)=[C:25]([O:40][CH:41]2[CH2:46][CH2:45][N:44]([C:47]([O:49][C:50]([CH3:53])([CH3:52])[CH3:51])=[O:48])[CH2:43][CH2:42]2)[CH:24]=1)([CH3:22])([CH3:21])[CH3:20]. The catalyst is C1COCC1.C(OCC)(=O)C. (5) The reactants are [CH2:1]([N:3]1[C:11]2[C:6](=[CH:7][CH:8]=[C:9]([O:12][CH3:13])[CH:10]=2)[C:5]([C:14]#[N:15])=[C:4]1[C:16]1[CH:21]=[CH:20][C:19]([O:22][CH2:23][CH2:24]O)=[CH:18][CH:17]=1)[CH3:2].C1C=CC(P(C2C=CC=CC=2)C2C=CC=CC=2)=CC=1.[Br:45]N1C(=O)CCC1=O. The catalyst is C(Cl)Cl. The product is [Br:45][CH2:24][CH2:23][O:22][C:19]1[CH:20]=[CH:21][C:16]([C:4]2[N:3]([CH2:1][CH3:2])[C:11]3[C:6]([C:5]=2[C:14]#[N:15])=[CH:7][CH:8]=[C:9]([O:12][CH3:13])[CH:10]=3)=[CH:17][CH:18]=1. The yield is 0.950. (6) The reactants are [Cl-].O[NH3+:3].[C:4](=[O:7])([O-])[OH:5].[Na+].CS(C)=O.[CH:13]1([CH2:16][O:17][C:18]2[N:23]=[CH:22][C:21]([C:24]3[C:29](=[O:30])[N:28]([CH2:31][C:32]4[CH:37]=[CH:36][C:35]([C:38]5[C:39]([C:44]#[N:45])=[CH:40][CH:41]=[CH:42][CH:43]=5)=[CH:34][C:33]=4[F:46])[C:27]([CH2:47][CH2:48][CH3:49])=[N:26][C:25]=3[CH3:50])=[CH:20][CH:19]=2)[CH2:15][CH2:14]1. The catalyst is C(OCC)(=O)C. The product is [CH:13]1([CH2:16][O:17][C:18]2[N:23]=[CH:22][C:21]([C:24]3[C:29](=[O:30])[N:28]([CH2:31][C:32]4[CH:37]=[CH:36][C:35]([C:38]5[CH:43]=[CH:42][CH:41]=[CH:40][C:39]=5[C:44]5[NH:3][C:4](=[O:7])[O:5][N:45]=5)=[CH:34][C:33]=4[F:46])[C:27]([CH2:47][CH2:48][CH3:49])=[N:26][C:25]=3[CH3:50])=[CH:20][CH:19]=2)[CH2:15][CH2:14]1. The yield is 0.600.